From a dataset of Reaction yield outcomes from USPTO patents with 853,638 reactions. Predict the reaction yield, written as a fraction of the theoretical maximum amount of product (1.0 means a 100% yield; for example, 0.34 means a 34% yield). (1) The reactants are [NH2:1][C:2]1[C:11]([NH2:12])=[CH:10][C:9]([N:13]2[CH2:18][CH2:17][O:16][CH2:15][CH2:14]2)=[CH:8][C:3]=1[C:4]([O:6][CH3:7])=[O:5].N[C:20](N)=[O:21]. The catalyst is CN(C=O)C.C(Cl)Cl. The product is [N:13]1([C:9]2[CH:8]=[C:3]([C:4]([O:6][CH3:7])=[O:5])[C:2]3[NH:1][C:20](=[O:21])[NH:12][C:11]=3[CH:10]=2)[CH2:18][CH2:17][O:16][CH2:15][CH2:14]1. The yield is 0.620. (2) The reactants are [Br:1][C:2]1[CH:7]=[CH:6][C:5]([S:8]([NH:11][CH2:12][C@H:13]2[CH2:18][CH2:17][C@H:16]([C:19]([NH2:21])=O)[CH2:15][CH2:14]2)(=[O:10])=[O:9])=[C:4]([O:22][C:23]([F:26])([F:25])[F:24])[CH:3]=1. The catalyst is C1COCC1. The product is [NH2:21][CH2:19][C@H:16]1[CH2:15][CH2:14][C@H:13]([CH2:12][NH:11][S:8]([C:5]2[CH:6]=[CH:7][C:2]([Br:1])=[CH:3][C:4]=2[O:22][C:23]([F:25])([F:26])[F:24])(=[O:10])=[O:9])[CH2:18][CH2:17]1. The yield is 0.740. (3) The catalyst is O1CCCC1. The product is [CH2:10]([O:9][CH2:8][C:5]1[CH:6]=[CH:7][C:2]([CH:21]=[O:22])=[CH:3][CH:4]=1)[CH2:11][CH2:12][CH3:13]. The yield is 0.810. The reactants are Br[C:2]1[CH:7]=[CH:6][C:5]([CH2:8][O:9][CH2:10][CH2:11][CH2:12][CH3:13])=[CH:4][CH:3]=1.C([Li])CCC.CN(C)[CH:21]=[O:22]. (4) The reactants are CCN(C(C)C)C(C)C.[C:10]1([NH:16][C:17]2[CH:25]=[CH:24][C:20]([C:21]([OH:23])=O)=[CH:19][CH:18]=2)[CH:15]=[CH:14][CH:13]=[CH:12][CH:11]=1.CCN=C=NCCCN(C)C.C1C=CC2N(O)N=NC=2C=1.[NH2:47][CH2:48][C:49]([N:51]1[CH2:56][CH2:55][N:54]([C:57](=[O:66])[C:58]2[CH:63]=[CH:62][C:61]([Cl:64])=[CH:60][C:59]=2[Cl:65])[CH2:53][CH2:52]1)=[O:50].C(O)(C(F)(F)F)=O. The catalyst is CN(C=O)C.O. The product is [Cl:65][C:59]1[CH:60]=[C:61]([Cl:64])[CH:62]=[CH:63][C:58]=1[C:57]([N:54]1[CH2:53][CH2:52][N:51]([C:49](=[O:50])[CH2:48][NH:47][C:21](=[O:23])[C:20]2[CH:19]=[CH:18][C:17]([NH:16][C:10]3[CH:11]=[CH:12][CH:13]=[CH:14][CH:15]=3)=[CH:25][CH:24]=2)[CH2:56][CH2:55]1)=[O:66]. The yield is 0.530. (5) The reactants are [Cl:1][C:2]1[N:3]=[C:4]([N:9]2[CH2:13][CH2:12][CH2:11][CH2:10]2)[S:5][C:6]=1[CH:7]=O.[CH3:14][N:15]([CH3:35])[C:16]([C@@H:18]1[C@H:23]([NH:24][C:25]2[C:30]([Cl:31])=[CH:29][N:28]=[C:27]([NH2:32])[C:26]=2[NH2:33])[C@@H:22]2[CH2:34][C@H:19]1[CH:20]=[CH:21]2)=[O:17].C([O-])(=O)C.[NH4+]. No catalyst specified. The product is [CH3:14][N:15]([CH3:35])[C:16]([C@@H:18]1[C@H:23]([NH:24][C:25]2[C:30]([Cl:31])=[CH:29][N:28]=[C:27]3[NH:32][C:7]([C:6]4[S:5][C:4]([N:9]5[CH2:13][CH2:12][CH2:11][CH2:10]5)=[N:3][C:2]=4[Cl:1])=[N:33][C:26]=23)[C@@H:22]2[CH2:34][C@H:19]1[CH:20]=[CH:21]2)=[O:17]. The yield is 0.0500. (6) The reactants are N([O-])=O.[Na+].N[C:6]1[CH:15]=[CH:14][C:13]([C:16]#[N:17])=[C:12]2[C:7]=1[CH:8]=[CH:9][CH:10]=[N:11]2.[OH-].[Na+].[BrH:20]. The catalyst is O. The product is [Br:20][C:6]1[CH:15]=[CH:14][C:13]([C:16]#[N:17])=[C:12]2[C:7]=1[CH:8]=[CH:9][CH:10]=[N:11]2. The yield is 0.510.